Dataset: Clinical trial toxicity outcomes and FDA approval status for drugs. Task: Regression/Classification. Given a drug SMILES string, predict its toxicity properties. Task type varies by dataset: regression for continuous values (e.g., LD50, hERG inhibition percentage) or binary classification for toxic/non-toxic outcomes (e.g., AMES mutagenicity, cardiotoxicity, hepatotoxicity). Dataset: clintox. (1) The compound is Cc1c(N)nc([C@H](CC(N)=O)[NH2+]C[C@H](N)C(N)=O)nc1C(=O)N[C@H](C(=O)N[C@H](C)[C@@H](O)[C@H](C)C(=O)N[C@H](C(=O)NCCc1nc(-c2nc(C(=O)NCCC[S+](C)C)cs2)cs1)[C@@H](C)O)[C@@H](O[C@@H]1O[C@@H](CO)[C@@H](O)[C@H](O)[C@@H]1O[C@H]1O[C@H](CO)[C@@H](O)[C@H](OC(N)=O)[C@@H]1O)c1c[nH]cn1. The result is 0 (passed clinical trial). (2) The compound is CCOC(=O)[C@H](CCc1ccccc1)[NH2+][C@@H](C)C(=O)N1[C@H](C(=O)[O-])C[C@H]2CCCC[C@@H]21. The result is 0 (passed clinical trial). (3) The molecule is Cc1ccc(O)c([C@H](CC[NH+](C(C)C)C(C)C)c2ccccc2)c1. The result is 0 (passed clinical trial). (4) The molecule is Cc1ccnc2c1NC(=O)c1cccnc1N2C1CC1. The result is 0 (passed clinical trial). (5) The molecule is [NH3+]Cc1ccccc1CC(=O)N[C@@H]1C(=O)N2C(C(=O)[O-])=C(CSc3nnnn3CC(=O)[O-])CS[C@H]12. The result is 0 (passed clinical trial). (6) The compound is CCc1cc2c(cc1CC)CC([NH2+]C[C@H](O)c1ccc(O)c3[nH]c(=O)ccc13)C2. The result is 0 (passed clinical trial).